This data is from Peptide-MHC class I binding affinity with 185,985 pairs from IEDB/IMGT. The task is: Regression. Given a peptide amino acid sequence and an MHC pseudo amino acid sequence, predict their binding affinity value. This is MHC class I binding data. (1) The peptide sequence is GLCNYGGIL. The MHC is HLA-A68:02 with pseudo-sequence HLA-A68:02. The binding affinity (normalized) is 0. (2) The peptide sequence is DYAMHGTVF. The MHC is HLA-A01:01 with pseudo-sequence HLA-A01:01. The binding affinity (normalized) is 0.0847. (3) The MHC is HLA-A11:01 with pseudo-sequence HLA-A11:01. The binding affinity (normalized) is 0.515. The peptide sequence is NFDYPFFRK. (4) The peptide sequence is DKYGWLCKMH. The MHC is HLA-A11:01 with pseudo-sequence HLA-A11:01. The binding affinity (normalized) is 0. (5) The peptide sequence is KLRKPKHKK. The MHC is HLA-A33:01 with pseudo-sequence HLA-A33:01. The binding affinity (normalized) is 0.149.